Task: Predict the product of the given reaction.. Dataset: Forward reaction prediction with 1.9M reactions from USPTO patents (1976-2016) (1) The product is: [CH3:10][S:11][C:2]1[CH:9]=[N:8][CH:7]=[CH:6][C:3]=1[C:4]#[N:5]. Given the reactants Cl[C:2]1[CH:9]=[N:8][CH:7]=[CH:6][C:3]=1[C:4]#[N:5].[CH3:10][S-:11].[Na+], predict the reaction product. (2) Given the reactants CC1(C)CO[CH:5]([C:8]2[CH:13]=[C:12]([O:14][CH3:15])[C:11]([O:16][CH3:17])=[CH:10][C:9]=2[C:18]2[N:22]=[C:21]([CH3:23])[O:20][N:19]=2)[O:4]C1.Cl.C([O-])(O)=O.[Na+], predict the reaction product. The product is: [CH3:17][O:16][C:11]1[C:12]([O:14][CH3:15])=[CH:13][C:8]([CH:5]=[O:4])=[C:9]([C:18]2[N:22]=[C:21]([CH3:23])[O:20][N:19]=2)[CH:10]=1. (3) Given the reactants [Cl:1][C:2]1[N:7]=[C:6]([C:8]2[CH:25]=[CH:24][C:11]3[CH2:12][CH2:13][N:14](C(OC(C)(C)C)=O)[CH2:15][CH2:16][C:10]=3[CH:9]=2)[C:5]([O:26][CH2:27][C:28]2[CH:33]=[C:32]([CH3:34])[CH:31]=[CH:30][N:29]=2)=[CH:4][CH:3]=1.C(O)(C(F)(F)F)=O, predict the reaction product. The product is: [Cl:1][C:2]1[N:7]=[C:6]([C:8]2[CH:25]=[CH:24][C:11]3[CH2:12][CH2:13][NH:14][CH2:15][CH2:16][C:10]=3[CH:9]=2)[C:5]([O:26][CH2:27][C:28]2[CH:33]=[C:32]([CH3:34])[CH:31]=[CH:30][N:29]=2)=[CH:4][CH:3]=1. (4) The product is: [NH:2]1[C:9]2[CH2:10][CH2:11][CH2:12][CH2:13][C:14](=[O:15])[C:8]=2[CH:7]=[N:5]1. Given the reactants O.[NH2:2]N.C[N:5]([CH:7]=[C:8]1[C:14](=[O:15])[CH2:13][CH2:12][CH2:11][CH2:10][C:9]1=O)C, predict the reaction product. (5) The product is: [CH3:1][O:2][C:3]([C:5]1[S:9][CH:8]=[N:7][C:6]=1[N:10]1[C:21](=[O:20])[NH:22][C:23]([CH:24]([NH:38][C:39]2[CH:40]=[CH:41][C:42]([C:45]#[N:46])=[CH:43][CH:44]=2)[C:25]2[CH:30]=[C:29]([O:31][CH3:32])[CH:28]=[C:27]([O:33][CH2:34][CH2:35][OH:36])[C:26]=2[F:37])=[N:11]1)=[O:4]. Given the reactants [CH3:1][O:2][C:3]([C:5]1[S:9][CH:8]=[N:7][C:6]=1[NH:10][NH2:11])=[O:4].C(N(CC)CC)C.C[O:20][C:21](=O)[N:22]=[C:23](SC)[C:24](=[N:38][C:39]1[CH:44]=[CH:43][C:42]([C:45]#[N:46])=[CH:41][CH:40]=1)[C:25]1[CH:30]=[C:29]([O:31][CH3:32])[CH:28]=[C:27]([O:33][CH2:34][CH2:35][OH:36])[C:26]=1[F:37], predict the reaction product. (6) Given the reactants C([O:3][C:4]([C@@H:6]1[CH2:10][C@H:9]([NH:11][C:12](=[O:27])[CH2:13][CH:14]([C:21]2[CH:26]=[CH:25][CH:24]=[CH:23][CH:22]=2)[C:15]2[CH:20]=[CH:19][CH:18]=[CH:17][CH:16]=2)[CH2:8][N:7]1[CH:28]([C:35]1[CH:40]=[CH:39][CH:38]=[CH:37][CH:36]=1)[C:29]1[CH:34]=[CH:33][CH:32]=[CH:31][CH:30]=1)=[O:5])C.[Li+].[OH-], predict the reaction product. The product is: [CH:28]([N:7]1[CH2:8][C@@H:9]([NH:11][C:12](=[O:27])[CH2:13][CH:14]([C:21]2[CH:26]=[CH:25][CH:24]=[CH:23][CH:22]=2)[C:15]2[CH:20]=[CH:19][CH:18]=[CH:17][CH:16]=2)[CH2:10][C@H:6]1[C:4]([OH:5])=[O:3])([C:29]1[CH:30]=[CH:31][CH:32]=[CH:33][CH:34]=1)[C:35]1[CH:36]=[CH:37][CH:38]=[CH:39][CH:40]=1. (7) Given the reactants CC(C)([O-])C.[K+].Cl[C:8]1[N:9]=[N+:10]([O-:15])[C:11]([Cl:14])=[CH:12][CH:13]=1.O.[CH3:17][O:18][C:19]1[CH:24]=[CH:23][C:22]([CH3:25])=[CH:21][C:20]=1[OH:26], predict the reaction product. The product is: [Cl:14][C:11]1[N+:10]([O-:15])=[N:9][C:8]([O:26][C:20]2[CH:21]=[C:22]([CH3:25])[CH:23]=[CH:24][C:19]=2[O:18][CH3:17])=[CH:13][CH:12]=1. (8) The product is: [NH:38]1[C:39]2[C:35](=[C:34]([C:2]3[N:3]=[C:4]([N:20]4[CH2:25][CH2:24][O:23][CH2:22][CH2:21]4)[C:5]4[S:10][C:9]([C:11]5[CH:12]=[C:13]([C:17]([OH:19])=[O:18])[CH:14]=[N:15][CH:16]=5)=[CH:8][C:6]=4[N:7]=3)[CH:42]=[CH:41][CH:40]=2)[CH:36]=[N:37]1. Given the reactants Cl[C:2]1[N:3]=[C:4]([N:20]2[CH2:25][CH2:24][O:23][CH2:22][CH2:21]2)[C:5]2[S:10][C:9]([C:11]3[CH:12]=[C:13]([C:17]([OH:19])=[O:18])[CH:14]=[N:15][CH:16]=3)=[CH:8][C:6]=2[N:7]=1.CC1(C)C(C)(C)OB([C:34]2[CH:42]=[CH:41][CH:40]=[C:39]3[C:35]=2[CH:36]=[N:37][NH:38]3)O1, predict the reaction product. (9) The product is: [NH2:19][C:8]1[S:9][C:10]([C:11]([CH:13]2[CH2:14][CH2:15][O:16][CH2:17][CH2:18]2)=[O:12])=[C:6]([C:2]2[O:1][CH:5]=[CH:4][CH:3]=2)[N:7]=1. Given the reactants [O:1]1[CH:5]=[CH:4][CH:3]=[C:2]1[C:6]1[N:7]=[C:8]([NH:19]C(=O)OCCCC)[S:9][C:10]=1[C:11]([CH:13]1[CH2:18][CH2:17][O:16][CH2:15][CH2:14]1)=[O:12], predict the reaction product.